From a dataset of Retrosynthesis with 50K atom-mapped reactions and 10 reaction types from USPTO. Predict the reactants needed to synthesize the given product. (1) Given the product COc1cnc2[nH]cc(-c3cc(Cl)nc(NC4CCC(CC5CCC(NC(=O)C6CC6)CC5)CC4)c3)c2c1, predict the reactants needed to synthesize it. The reactants are: COc1cnc2[nH]cc(-c3cc(Cl)nc(NC4CCC(CC5CCC(N)CC5)CC4)c3)c2c1.O=C(O)C1CC1. (2) Given the product O=C(O)c1ccc2cccc(Br)c2c1, predict the reactants needed to synthesize it. The reactants are: COC(=O)c1ccc2cccc(Br)c2c1. (3) Given the product Cc1ccnc2c1C(=NNC(=N)NO)CC(c1ccsc1Br)C2, predict the reactants needed to synthesize it. The reactants are: Cc1ccnc2c1C(=O)CC(c1ccsc1Br)C2.N=C(NN)NO. (4) Given the product CC(C)(C)OC(=O)N1CCN(c2cccc3c2CCN(S(=O)(=O)c2ccccc2)C3)CC1, predict the reactants needed to synthesize it. The reactants are: CC(C)(C)OC(=O)N1CCN(c2cccc3c2CCNC3)CC1.O=S(=O)(Cl)c1ccccc1. (5) Given the product CNc1nc2ccccc2n1-c1nc(N2CCOCC2)c2nc(CN3CCC(C(C)(C)O)CC3)n(C)c2n1, predict the reactants needed to synthesize it. The reactants are: CN(Cc1ccccc1)c1nc2ccccc2n1-c1nc(N2CCOCC2)c2nc(CN3CCC(C(C)(C)O)CC3)n(C)c2n1.